Dataset: Reaction yield outcomes from USPTO patents with 853,638 reactions. Task: Predict the reaction yield, written as a fraction of the theoretical maximum amount of product (1.0 means a 100% yield; for example, 0.34 means a 34% yield). (1) The reactants are Cl[C:2]1[CH:11]=[C:10]2[C:5]([C:6]([OH:19])=[C:7]([C:12]3[CH:17]=[CH:16][CH:15]=[CH:14][C:13]=3[Cl:18])[N:8]=[CH:9]2)=[CH:4][N:3]=1.[CH:20]1([C:23]([NH2:25])=[O:24])[CH2:22][CH2:21]1.C(=O)([O-])[O-].[Cs+].[Cs+]. The catalyst is O1CCCC1.C(OCC)(=O)C. The product is [Cl:18][C:13]1[CH:14]=[CH:15][CH:16]=[CH:17][C:12]=1[C:7]1[C:6]([OH:19])=[C:5]2[C:10]([CH:11]=[C:2]([NH:25][C:23]([CH:20]3[CH2:22][CH2:21]3)=[O:24])[N:3]=[CH:4]2)=[CH:9][N:8]=1. The yield is 0.400. (2) The reactants are [NH2:1][C:2]1[CH:7]=[C:6]([O:8][C:9]2[C:10]([CH3:21])=[N:11][CH:12]=[C:13]([C:19]=2[CH3:20])[C:14]([O:16][CH2:17][CH3:18])=[O:15])[CH:5]=[CH:4][N:3]=1.[Br:22]Br. The catalyst is CC(O)=O. The product is [NH2:1][C:2]1[CH:7]=[C:6]([O:8][C:9]2[C:10]([CH3:21])=[N:11][CH:12]=[C:13]([C:19]=2[CH3:20])[C:14]([O:16][CH2:17][CH3:18])=[O:15])[C:5]([Br:22])=[CH:4][N:3]=1. The yield is 0.590.